The task is: Predict the reaction yield, written as a fraction of the theoretical maximum amount of product (1.0 means a 100% yield; for example, 0.34 means a 34% yield).. This data is from Reaction yield outcomes from USPTO patents with 853,638 reactions. The reactants are [CH:1]1([CH2:4][O:5][C:6](=[O:25])[CH:7]([C:12]2[CH:17]=[C:16]([O:18][CH2:19][CH:20]3[CH2:22][CH2:21]3)[C:15](I)=[C:14]([Cl:24])[CH:13]=2)[CH2:8][CH:9]([CH3:11])[CH3:10])[CH2:3][CH2:2]1.CC1(C)C(C)(C)OB([C:34]2[CH:35]=[CH:36][C:37]3[C:38]([CH:42]=2)=[N:39][O:40][N:41]=3)O1.[F-].[Cs+].O.CCOC(C)=O. The catalyst is COCCOC.C1C=CC(P(C2C=CC=CC=2)[C-]2C=CC=C2)=CC=1.C1C=CC(P(C2C=CC=CC=2)[C-]2C=CC=C2)=CC=1.Cl[Pd]Cl.[Fe+2]. The product is [CH:1]1([CH2:4][O:5][C:6](=[O:25])[CH:7]([C:12]2[CH:17]=[C:16]([O:18][CH2:19][CH:20]3[CH2:22][CH2:21]3)[C:15]([C:34]3[CH:35]=[CH:36][C:37]4[C:38]([CH:42]=3)=[N:39][O:40][N:41]=4)=[C:14]([Cl:24])[CH:13]=2)[CH2:8][CH:9]([CH3:11])[CH3:10])[CH2:3][CH2:2]1. The yield is 0.410.